Dataset: Full USPTO retrosynthesis dataset with 1.9M reactions from patents (1976-2016). Task: Predict the reactants needed to synthesize the given product. (1) Given the product [CH2:24]([O:17][C:4]1[C:3]2[C:8](=[CH:9][CH:10]=[CH:11][C:2]=2[Br:1])[CH:7]=[C:6]([C:12]([O:14][CH2:15][CH3:16])=[O:13])[CH:5]=1)[C:25]1[CH:30]=[CH:29][CH:28]=[CH:27][CH:26]=1, predict the reactants needed to synthesize it. The reactants are: [Br:1][C:2]1[CH:11]=[CH:10][CH:9]=[C:8]2[C:3]=1[C:4]([OH:17])=[CH:5][C:6]([C:12]([O:14][CH2:15][CH3:16])=[O:13])=[CH:7]2.C([O-])([O-])=O.[K+].[K+].[CH2:24](Br)[C:25]1[CH:30]=[CH:29][CH:28]=[CH:27][CH:26]=1.O. (2) The reactants are: [CH3:1][CH:2]1[CH:11]=[CH:10][C:9]2[C:4](=[CH:5][CH:6]=[C:7]([C:12]([O:14]C)=[O:13])[CH:8]=2)[O:3]1.[OH-].[Na+]. Given the product [CH3:1][CH:2]1[CH:11]=[CH:10][C:9]2[C:4](=[CH:5][CH:6]=[C:7]([C:12]([OH:14])=[O:13])[CH:8]=2)[O:3]1, predict the reactants needed to synthesize it.